This data is from Forward reaction prediction with 1.9M reactions from USPTO patents (1976-2016). The task is: Predict the product of the given reaction. (1) Given the reactants BrC1SC2C(O)=CC(C)=CC=2N=1.C(N(CC)CC)C.[Cl-:20].C(OCC)(=O)C=O.Br[C:29]1[S:30][C:31]2[C:37]([OH:38])=[C:36]([CH:39]([OH:45])[C:40]([O:42][CH2:43][CH3:44])=[O:41])[C:35]([CH3:46])=[CH:34][C:32]=2[N:33]=1, predict the reaction product. The product is: [Cl:20][C:29]1[S:30][C:31]2[C:37]([OH:38])=[C:36]([CH:39]([OH:45])[C:40]([O:42][CH2:43][CH3:44])=[O:41])[C:35]([CH3:46])=[CH:34][C:32]=2[N:33]=1. (2) Given the reactants F[C:2]1[CH:32]=[CH:31][C:5]([C:6]([NH:8][C:9]2[CH:14]=[CH:13][C:12]([O:15][C:16]3[C:21]([C:22]4[CH:27]=[CH:26][N:25]=[C:24]([NH:28][CH3:29])[N:23]=4)=[CH:20][CH:19]=[CH:18][N:17]=3)=[C:11]([CH3:30])[CH:10]=2)=[O:7])=[CH:4][C:3]=1[C:33]([F:36])([F:35])[F:34].[CH3:37][N:38]([CH3:43])[CH2:39][CH2:40][NH:41][CH3:42], predict the reaction product. The product is: [CH3:37][N:38]([CH3:43])[CH2:39][CH2:40][N:41]([CH3:42])[C:2]1[CH:32]=[CH:31][C:5]([C:6]([NH:8][C:9]2[CH:14]=[CH:13][C:12]([O:15][C:16]3[C:21]([C:22]4[CH:27]=[CH:26][N:25]=[C:24]([NH:28][CH3:29])[N:23]=4)=[CH:20][CH:19]=[CH:18][N:17]=3)=[C:11]([CH3:30])[CH:10]=2)=[O:7])=[CH:4][C:3]=1[C:33]([F:34])([F:36])[F:35]. (3) Given the reactants [NH2:1][C:2]1[C:3]2[C:10]([C:11]3[CH:16]=[CH:15][CH:14]=[C:13]([O:17][CH2:18][C:19]4[CH:24]=[CH:23][CH:22]=[CH:21][CH:20]=4)[CH:12]=3)=[C:9]([CH2:25][CH3:26])[N:8]([C@@H:27]3[CH2:30][C@H:29]([CH2:31]O)[CH2:28]3)[C:4]=2[N:5]=[CH:6][N:7]=1.C1(C)C=CC(S(Cl)(=O)=O)=CC=1.[NH:44]1[CH2:50][CH2:49][CH2:48][C@@H:45]1[CH2:46][OH:47], predict the reaction product. The product is: [NH2:1][C:2]1[C:3]2[C:10]([C:11]3[CH:16]=[CH:15][CH:14]=[C:13]([O:17][CH2:18][C:19]4[CH:20]=[CH:21][CH:22]=[CH:23][CH:24]=4)[CH:12]=3)=[C:9]([CH2:25][CH3:26])[N:8]([C@@H:27]3[CH2:30][C@H:29]([CH2:31][N:44]4[CH2:50][CH2:49][CH2:48][C@@H:45]4[CH2:46][OH:47])[CH2:28]3)[C:4]=2[N:5]=[CH:6][N:7]=1. (4) Given the reactants [Br:1][C:2]1[CH:9]=[CH:8][CH:7]=[C:6](F)[C:3]=1C=O.[SH:11][CH2:12][C:13](O)=O.[OH-:16].[K+].CN(C)[CH:20]=[O:21], predict the reaction product. The product is: [Br:1][C:2]1[CH:3]=[CH:6][C:7]2[CH:8]=[C:9]([C:20]([OH:21])=[O:16])[S:11][C:12]=2[CH:13]=1. (5) Given the reactants [Cl:1][C:2]1[CH:3]=[N:4][CH:5]=[C:6]([Cl:9])[C:7]=1[NH2:8].Cl[C:11]1[C:20]2[C:15](=[C:16]([O:23][CH:24]3[CH2:28][CH2:27][CH2:26][CH2:25]3)[C:17]([O:21][CH3:22])=[CH:18][CH:19]=2)[N:14]=[CH:13][CH:12]=1, predict the reaction product. The product is: [CH:24]1([O:23][C:16]2[C:17]([O:21][CH3:22])=[CH:18][CH:19]=[C:20]3[C:15]=2[N:14]=[CH:13][CH:12]=[C:11]3[NH:8][C:7]2[C:6]([Cl:9])=[CH:5][N:4]=[CH:3][C:2]=2[Cl:1])[CH2:25][CH2:26][CH2:27][CH2:28]1.